Dataset: TCR-epitope binding with 47,182 pairs between 192 epitopes and 23,139 TCRs. Task: Binary Classification. Given a T-cell receptor sequence (or CDR3 region) and an epitope sequence, predict whether binding occurs between them. (1) The epitope is IPIQASLPF. The TCR CDR3 sequence is CASSLEGTNYGYTF. Result: 1 (the TCR binds to the epitope). (2) The epitope is FADDLNQLTGY. The TCR CDR3 sequence is CASSLSSYNEQFF. Result: 0 (the TCR does not bind to the epitope). (3) The epitope is KLSYGIATV. The TCR CDR3 sequence is CASTGGRGSPLHF. Result: 0 (the TCR does not bind to the epitope). (4) The epitope is TFYLTNDVSFL. The TCR CDR3 sequence is CASSYSSGSGETQYF. Result: 0 (the TCR does not bind to the epitope). (5) The epitope is KLSALGINAV. The TCR CDR3 sequence is CASSYSGNLNTEAFF. Result: 0 (the TCR does not bind to the epitope). (6) The epitope is VLQAVGACV. The TCR CDR3 sequence is CASSQTRGAGNTIYF. Result: 0 (the TCR does not bind to the epitope). (7) The epitope is SEISMDNSPNL. The TCR CDR3 sequence is CASSVRGGNTEAFF. Result: 1 (the TCR binds to the epitope).